This data is from Reaction yield outcomes from USPTO patents with 853,638 reactions. The task is: Predict the reaction yield, written as a fraction of the theoretical maximum amount of product (1.0 means a 100% yield; for example, 0.34 means a 34% yield). (1) The reactants are [Cl:1][C:2]1[CH:7]=[C:6]([C:8]([F:11])([F:10])[F:9])[N:5]=[N:4][C:3]=1[NH:12][CH:13]1[CH2:18][CH2:17][N:16](C(OC(C)(C)C)=O)[CH2:15][CH2:14]1.Cl.C(O)(C)C. The catalyst is CO. The product is [Cl:1][C:2]1[CH:7]=[C:6]([C:8]([F:10])([F:11])[F:9])[N:5]=[N:4][C:3]=1[NH:12][CH:13]1[CH2:18][CH2:17][NH:16][CH2:15][CH2:14]1. The yield is 0.0900. (2) The reactants are [O:1]1[C:5]2([CH2:10][CH2:9][C:8]([C:11]3[C:19]4[C:14](=[CH:15][CH:16]=[CH:17][CH:18]=4)[NH:13][CH:12]=3)=[CH:7][CH2:6]2)[O:4][CH2:3][CH2:2]1.[C:20](C1C=C2C(=CC=1)NC=C2)#[N:21]. No catalyst specified. The product is [O:4]1[C:5]2([CH2:10][CH2:9][C:8]([C:11]3[C:19]4[C:14](=[CH:15][CH:16]=[C:17]([C:20]#[N:21])[CH:18]=4)[NH:13][CH:12]=3)=[CH:7][CH2:6]2)[O:1][CH2:2][CH2:3]1. The yield is 0.500. (3) The reactants are [Cl-].O[NH3+:3].[C:4](=[O:7])([O-])[OH:5].[Na+].CS(C)=O.[CH2:13]([C:17]1[N:18]=[C:19]([CH3:48])[N:20]([C:39]2[CH:44]=[CH:43][C:42]([O:45][CH3:46])=[C:41]([F:47])[CH:40]=2)[C:21](=[O:38])[C:22]=1[CH2:23][C:24]1[CH:29]=[CH:28][C:27]([C:30]2[C:31]([C:36]#[N:37])=[CH:32][CH:33]=[CH:34][CH:35]=2)=[CH:26][CH:25]=1)[CH2:14][CH2:15][CH3:16]. The catalyst is O.C(OCC)(=O)C. The product is [CH2:13]([C:17]1[N:18]=[C:19]([CH3:48])[N:20]([C:39]2[CH:44]=[CH:43][C:42]([O:45][CH3:46])=[C:41]([F:47])[CH:40]=2)[C:21](=[O:38])[C:22]=1[CH2:23][C:24]1[CH:25]=[CH:26][C:27]([C:30]2[CH:35]=[CH:34][CH:33]=[CH:32][C:31]=2[C:36]2[NH:3][C:4](=[O:7])[O:5][N:37]=2)=[CH:28][CH:29]=1)[CH2:14][CH2:15][CH3:16]. The yield is 0.690. (4) The product is [CH3:1][N:2]1[CH2:7][CH2:6][N:5]([C:9]2[CH:14]=[CH:13][C:12]([N+:15]([O-:17])=[O:16])=[CH:11][CH:10]=2)[CH2:4][CH2:3]1. The yield is 0.850. The catalyst is CN(C=O)C.C(Cl)Cl. The reactants are [CH3:1][N:2]1[CH2:7][CH2:6][NH:5][CH2:4][CH2:3]1.F[C:9]1[CH:14]=[CH:13][C:12]([N+:15]([O-:17])=[O:16])=[CH:11][CH:10]=1.C(=O)([O-])[O-].[K+].[K+]. (5) The reactants are [Br:1][C:2]1[C:3]2[N:4]([N:8]=[C:9]([NH:11][C:12]3[CH:20]=[CH:19][C:15]([C:16]([OH:18])=O)=[CH:14][CH:13]=3)[N:10]=2)[CH:5]=[CH:6][CH:7]=1.[CH3:21][NH:22][CH:23]1[CH2:28][CH2:27][N:26]([CH3:29])[CH2:25][CH2:24]1.CCN(C(C)C)C(C)C.CN(C(ON1N=NC2C=CC=NC1=2)=[N+](C)C)C.F[P-](F)(F)(F)(F)F. The catalyst is CS(C)=O. The product is [Br:1][C:2]1[C:3]2[N:4]([N:8]=[C:9]([NH:11][C:12]3[CH:13]=[CH:14][C:15]([C:16]([N:22]([CH3:21])[CH:23]4[CH2:28][CH2:27][N:26]([CH3:29])[CH2:25][CH2:24]4)=[O:18])=[CH:19][CH:20]=3)[N:10]=2)[CH:5]=[CH:6][CH:7]=1. The yield is 0.827.